From a dataset of Full USPTO retrosynthesis dataset with 1.9M reactions from patents (1976-2016). Predict the reactants needed to synthesize the given product. (1) The reactants are: [CH3:1][Si:2]([CH3:41])([CH3:40])[CH2:3][CH2:4][O:5][CH2:6][N:7]([CH2:32][O:33][CH2:34][CH2:35][Si:36]([CH3:39])([CH3:38])[CH3:37])[C:8]1[N:13]2[N:14]=[CH:15][CH:16]=[C:12]2[N:11]=[C:10]([C:17]2[CH2:18][CH:19]3[N:24]([C:25]([O:27][C:28]([CH3:31])([CH3:30])[CH3:29])=[O:26])[CH:22]([CH:23]=2)[CH2:21][CH2:20]3)[CH:9]=1. Given the product [CH3:39][Si:36]([CH3:37])([CH3:38])[CH2:35][CH2:34][O:33][CH2:32][N:7]([CH2:6][O:5][CH2:4][CH2:3][Si:2]([CH3:1])([CH3:41])[CH3:40])[C:8]1[N:13]2[N:14]=[CH:15][CH:16]=[C:12]2[N:11]=[C:10]([CH:17]2[CH2:18][CH:19]3[N:24]([C:25]([O:27][C:28]([CH3:31])([CH3:30])[CH3:29])=[O:26])[CH:22]([CH2:21][CH2:20]3)[CH2:23]2)[CH:9]=1, predict the reactants needed to synthesize it. (2) The reactants are: [CH3:1]C(OC(/N=N/C(OC(C)C)=O)=O)C.[F:15][CH:16]([F:39])[CH2:17][O:18][C:19]1[CH:20]=[C:21]2[C:26](=[CH:27][CH:28]=1)[N:25]([CH:29]1[CH2:34][CH2:33][N:32]([CH:35]=[O:36])[CH2:31][CH2:30]1)[C:24](=[O:37])[NH:23][C:22]2=[O:38].[CH:40]1([O:45][C:46]2[CH:51]=[CH:50][C:49](CO)=[CH:48][C:47]=2[O:54][CH3:55])[CH2:44][CH2:43][CH2:42][CH2:41]1.C1C=CC(P(C2C=CC=CC=2)C2C=CC=CC=2)=CC=1. Given the product [CH:40]1([O:45][C:46]2[CH:51]=[C:50]([CH:49]=[CH:48][C:47]=2[O:54][CH3:55])[CH2:1][N:23]2[C:22](=[O:38])[C:21]3[C:26](=[CH:27][CH:28]=[C:19]([O:18][CH2:17][CH:16]([F:15])[F:39])[CH:20]=3)[N:25]([CH:29]3[CH2:34][CH2:33][N:32]([CH:35]=[O:36])[CH2:31][CH2:30]3)[C:24]2=[O:37])[CH2:41][CH2:42][CH2:43][CH2:44]1, predict the reactants needed to synthesize it. (3) Given the product [Cl:1][C:2]1[CH:7]=[C:6]([Cl:8])[CH:5]=[CH:4][C:3]=1[N:9]1[C:13]2[C:14]3[S:21][CH:20]=[CH:19][C:15]=3[CH2:16][CH2:17][CH2:18][C:12]=2[C:11]([C:22]([OH:24])=[O:23])=[N:10]1, predict the reactants needed to synthesize it. The reactants are: [Cl:1][C:2]1[CH:7]=[C:6]([Cl:8])[CH:5]=[CH:4][C:3]=1[N:9]1[C:13]2[C:14]3[S:21][CH:20]=[CH:19][C:15]=3[CH2:16][CH2:17][CH2:18][C:12]=2[C:11]([C:22]([O:24]CC)=[O:23])=[N:10]1.[OH-].[Li+].O.Cl.